Dataset: Forward reaction prediction with 1.9M reactions from USPTO patents (1976-2016). Task: Predict the product of the given reaction. (1) Given the reactants Br[CH:2]1[C:7]2[S:8][C:9]([NH:14][C:15]([CH:17]3[CH2:19][CH2:18]3)=[O:16])=[C:10]([C:11]([NH2:13])=[O:12])[C:6]=2[CH2:5][CH2:4][O:3]1.C(N(C(C)C)CC)(C)C.[CH2:29]([O:31][CH2:32][CH2:33][OH:34])[CH3:30], predict the reaction product. The product is: [CH:17]1([C:15]([NH:14][C:9]2[S:8][C:7]3[CH:2]([O:34][CH2:33][CH2:32][O:31][CH2:29][CH3:30])[O:3][CH2:4][CH2:5][C:6]=3[C:10]=2[C:11]([NH2:13])=[O:12])=[O:16])[CH2:19][CH2:18]1. (2) Given the reactants [Br:1][C:2]1[C:11]2[C:10]([CH3:13])([CH3:12])[CH2:9][CH:8]=[C:7]([CH:14]([CH3:16])[CH3:15])[C:6]=2[CH:5]=[C:4](/[C:17](/[CH3:25])=[C:18](/[F:24])\[C:19](OCC)=[O:20])[C:3]=1[O:26][CH2:27][CH3:28].[H-].C([Al+]CC(C)C)C(C)C, predict the reaction product. The product is: [Br:1][C:2]1[C:11]2[C:10]([CH3:13])([CH3:12])[CH2:9][CH:8]=[C:7]([CH:14]([CH3:16])[CH3:15])[C:6]=2[CH:5]=[C:4](/[C:17](/[CH3:25])=[C:18](/[F:24])\[CH2:19][OH:20])[C:3]=1[O:26][CH2:27][CH3:28]. (3) Given the reactants Br[C:2]1[CH:3]=[N:4][C:5]([Cl:8])=[N:6][CH:7]=1.[CH2:9]([N:13]1[CH:17]=[CH:16][N:15]=[N:14]1)[CH2:10][C:11]#[CH:12].C(N(CC)CC)C.ClCCl, predict the reaction product. The product is: [Cl:8][C:5]1[N:4]=[CH:3][C:2]([C:12]#[C:11][CH2:10][CH2:9][N:13]2[CH:17]=[CH:16][N:15]=[N:14]2)=[CH:7][N:6]=1.